From a dataset of Full USPTO retrosynthesis dataset with 1.9M reactions from patents (1976-2016). Predict the reactants needed to synthesize the given product. (1) Given the product [O:7]=[S:4]1(=[O:8])[CH2:5][CH2:6][N:1]([CH2:13][C@H:11]([OH:12])[C:10]([F:15])([F:14])[F:9])[CH2:2][CH2:3]1, predict the reactants needed to synthesize it. The reactants are: [NH:1]1[CH2:6][CH2:5][S:4](=[O:8])(=[O:7])[CH2:3][CH2:2]1.[F:9][C:10]([F:15])([F:14])[C@@H:11]1[CH2:13][O:12]1. (2) Given the product [CH2:22]([S:29][C:2]1[CH:11]=[C:10]2[C:5]([C:6]([Cl:12])=[CH:7][CH:8]=[N:9]2)=[CH:4][CH:3]=1)[C:23]1[CH:28]=[CH:27][CH:26]=[CH:25][CH:24]=1, predict the reactants needed to synthesize it. The reactants are: Br[C:2]1[CH:11]=[C:10]2[C:5]([C:6]([Cl:12])=[CH:7][CH:8]=[N:9]2)=[CH:4][CH:3]=1.CCN(C(C)C)C(C)C.[CH2:22]([SH:29])[C:23]1[CH:28]=[CH:27][CH:26]=[CH:25][CH:24]=1.O. (3) Given the product [C:28]([O:32][C:33]([N:35]1[CH:15]2[CH:14]([CH2:13][N:12]([CH2:11][C:9]3[S:10][C:5]4[C:4]([N:22]5[CH2:23][CH2:24][O:25][CH2:26][CH2:27]5)=[N:3][C:2]([Cl:1])=[N:7][C:6]=4[CH:8]=3)[CH2:21][CH2:20]2)[CH2:37][CH2:36]1)=[O:34])([CH3:31])([CH3:30])[CH3:29], predict the reactants needed to synthesize it. The reactants are: [Cl:1][C:2]1[N:3]=[C:4]([N:22]2[CH2:27][CH2:26][O:25][CH2:24][CH2:23]2)[C:5]2[S:10][C:9]([CH2:11][N:12]3[CH2:21][CH2:20][C:15]4(OCCO4)[CH2:14][CH2:13]3)=[CH:8][C:6]=2[N:7]=1.[C:28]([O:32][C:33]([N:35]1C2C(CNCC2)[CH2:37][CH2:36]1)=[O:34])([CH3:31])([CH3:30])[CH3:29]. (4) Given the product [CH3:21][N:19]([CH3:20])[CH2:18][CH2:17][C:4]1[CH:5]=[C:6]([C:9]2[N:13]([CH3:14])[N:12]=[C:11]([CH3:15])[C:10]=2[CH3:16])[CH:7]=[CH:8][C:3]=1[OH:2], predict the reactants needed to synthesize it. The reactants are: C[O:2][C:3]1[CH:8]=[CH:7][C:6]([C:9]2[N:13]([CH3:14])[N:12]=[C:11]([CH3:15])[C:10]=2[CH3:16])=[CH:5][C:4]=1[CH2:17][CH2:18][N:19]([CH3:21])[CH3:20].B(Br)(Br)Br.CO. (5) The reactants are: CN(C(ON1N=NC2C=CC=NC1=2)=[N+](C)C)C.F[P-](F)(F)(F)(F)F.[Cl:25][C:26]1[N:30]2[CH:31]=[C:32]([CH:39]3[CH2:41][CH2:40]3)[CH:33]=[C:34]([C:35]([F:38])([F:37])[F:36])[C:29]2=[N:28][C:27]=1[C:42]([OH:44])=O.Cl.[NH:46]1[CH2:51][CH2:50][CH:49]([N:52]2[C:56](=[O:57])[CH2:55][O:54][C:53]2=[O:58])[CH2:48][CH2:47]1.CCN(C(C)C)C(C)C.Cl. Given the product [Cl:25][C:26]1[N:30]2[CH:31]=[C:32]([CH:39]3[CH2:40][CH2:41]3)[CH:33]=[C:34]([C:35]([F:37])([F:38])[F:36])[C:29]2=[N:28][C:27]=1[C:42]([N:46]1[CH2:47][CH2:48][CH:49]([N:52]2[C:56](=[O:57])[CH2:55][O:54][C:53]2=[O:58])[CH2:50][CH2:51]1)=[O:44], predict the reactants needed to synthesize it. (6) Given the product [C:2]([O:5][C:6](=[O:7])[NH:8][C@@H:9]([C:13](=[O:15])[N:63]([CH2:60][CH:61]=[CH2:62])[CH2:64][C:65]1[CH:70]=[CH:69][C:68]([O:71][CH3:72])=[CH:67][C:66]=1[O:73][CH3:74])[CH2:10][CH:11]=[CH2:12])([CH3:1])([CH3:3])[CH3:4], predict the reactants needed to synthesize it. The reactants are: [CH3:1][C:2]([O:5][C:6]([NH:8][CH:9]([C:13]([OH:15])=O)[CH2:10][CH:11]=[CH2:12])=[O:7])([CH3:4])[CH3:3].C1CCC(NC2CCCCC2)CC1.CN(C(ON1N=NC2C=CC=NC1=2)=[N+](C)C)C.[B-](F)(F)(F)F.CCN(C(C)C)C(C)C.[CH2:60]([NH:63][CH2:64][C:65]1[CH:70]=[CH:69][C:68]([O:71][CH3:72])=[CH:67][C:66]=1[O:73][CH3:74])[CH:61]=[CH2:62].